Dataset: Reaction yield outcomes from USPTO patents with 853,638 reactions. Task: Predict the reaction yield, written as a fraction of the theoretical maximum amount of product (1.0 means a 100% yield; for example, 0.34 means a 34% yield). (1) The reactants are [NH2:1][C:2]1[CH:7]=[C:6]([O:8][CH2:9][C:10]2[CH:15]=[CH:14][CH:13]=[CH:12][CH:11]=2)[C:5]([O:16][CH3:17])=[CH:4][C:3]=1[C:18](=[O:20])[CH3:19].C[O-].[Na+].[CH:24](OCC)=O.Cl. The catalyst is COCCOC.O. The product is [CH2:9]([O:8][C:6]1[CH:7]=[C:2]2[C:3]([C:18]([OH:20])=[CH:19][CH:24]=[N:1]2)=[CH:4][C:5]=1[O:16][CH3:17])[C:10]1[CH:15]=[CH:14][CH:13]=[CH:12][CH:11]=1. The yield is 0.720. (2) The reactants are [CH3:1][O:2][C:3]1[CH:4]=[C:5]([C:11]([CH3:27])([CH3:26])[C:12]([NH:14][NH:15][C:16](=[S:25])[NH:17][C:18]2[CH:23]=[CH:22][C:21]([F:24])=[CH:20][CH:19]=2)=O)[CH:6]=[CH:7][C:8]=1[O:9][CH3:10].[OH-].[Na+].Cl. The product is [CH3:1][O:2][C:3]1[CH:4]=[C:5]([C:11]([C:12]2[N:17]([C:18]3[CH:23]=[CH:22][C:21]([F:24])=[CH:20][CH:19]=3)[C:16](=[S:25])[NH:15][N:14]=2)([CH3:27])[CH3:26])[CH:6]=[CH:7][C:8]=1[O:9][CH3:10]. No catalyst specified. The yield is 0.650. (3) The reactants are Br[C:2]1[CH:10]=[CH:9][C:8]([CH3:11])=[CH:7][C:3]=1[C:4]([OH:6])=[O:5].[NH:12]1[CH:16]=[CH:15][N:14]=[N:13]1.CN[C@H]1CCCC[C@@H]1NC.C([O-])([O-])=O.[Cs+].[Cs+]. The catalyst is CN(C=O)C.[Cu]I. The product is [CH3:11][C:8]1[CH:9]=[CH:10][C:2]([N:13]2[N:14]=[CH:15][CH:16]=[N:12]2)=[C:3]([CH:7]=1)[C:4]([OH:6])=[O:5]. The yield is 0.610. (4) The reactants are [Br:1][C:2]1[CH:7]=[CH:6][C:5]([NH:8]N=C2CCCCC2=O)=[C:4]([C:17]([F:20])([F:19])[F:18])[CH:3]=1.OS(O)(=O)=O.[C:26]([O-:29])(O)=O.[Na+]. The catalyst is CC#N. The product is [Br:1][C:2]1[CH:7]=[C:6]2[C:5](=[C:4]([C:17]([F:18])([F:19])[F:20])[CH:3]=1)[NH:8][C:7]1[C:26](=[O:29])[CH2:5][CH2:4][CH2:3][C:2]2=1. The yield is 0.390. (5) The reactants are [NH2:1][C:2]1[CH:7]=[CH:6][C:5]([Br:8])=[CH:4][C:3]=1[C:9]([C:11]1[CH:16]=[CH:15][CH:14]=[CH:13][CH:12]=1)=O.[C:17]1([C:23](=[O:28])[CH2:24][C:25](=O)[CH3:26])[CH:22]=[CH:21][CH:20]=[CH:19][CH:18]=1. No catalyst specified. The product is [Br:8][C:5]1[CH:4]=[C:3]2[C:2](=[CH:7][CH:6]=1)[N:1]=[C:25]([CH3:26])[C:24]([C:23]([C:17]1[CH:22]=[CH:21][CH:20]=[CH:19][CH:18]=1)=[O:28])=[C:9]2[C:11]1[CH:16]=[CH:15][CH:14]=[CH:13][CH:12]=1. The yield is 0.610. (6) The reactants are [C:1]1([CH3:7])[CH:6]=[CH:5][CH:4]=[CH:3][CH:2]=1.[C:8](O)(=O)[C:9](O)=O.[C:14](=[O:17])(O)[O-].[Na+]. The catalyst is O. The product is [CH:3](=[C:9]1[CH2:8][CH2:7][CH:1]([CH2:6][CH2:5][CH2:4][CH2:3][CH3:2])[C:14]1=[O:17])[CH2:2][CH2:1][CH2:6][CH3:5]. The yield is 0.430.